This data is from hERG Central: cardiac toxicity at 1µM, 10µM, and general inhibition. The task is: Predict hERG channel inhibition at various concentrations. (1) The molecule is CC(C)C[C@H]1CN=C(Nc2ccccc2)N1CCCC1CCCC1. Results: hERG_inhib (hERG inhibition (general)): blocker. (2) The drug is O=[N+]([O-])c1ccc(Sc2nccn2Cc2ccccc2)c([N+](=O)[O-])c1. Results: hERG_inhib (hERG inhibition (general)): blocker. (3) The molecule is Cc1nnc(N2CCC(C(=O)N3CCCCCC3)CC2)c2nn(-c3ccc(Cl)cc3)c(C)c12. Results: hERG_inhib (hERG inhibition (general)): blocker. (4) The compound is COc1cccc(OC)c1OCCN1CCN(C(c2ccccc2)c2ccccc2)CC1. Results: hERG_inhib (hERG inhibition (general)): blocker. (5) The compound is Cc1cccc(NC(=O)CSc2nnc(-c3ccco3)c(-c3ccco3)n2)c1C. Results: hERG_inhib (hERG inhibition (general)): blocker. (6) The compound is O=C(N/C(=C\c1ccc([N+](=O)[O-])cc1)C(=O)N1CCOCC1)c1ccccc1. Results: hERG_inhib (hERG inhibition (general)): blocker. (7) The drug is Cc1ccc(S(=O)(=O)N(C)c2ccc(OCC(=O)NCC3(N(C)C)CCCCC3)cc2)cc1. Results: hERG_inhib (hERG inhibition (general)): blocker. (8) The drug is CCCCCCCCCC[N+](C)(C)CC/C=C1/c2ccccc2Sc2ccc(Cl)cc21.[Br-]. Results: hERG_inhib (hERG inhibition (general)): blocker.